Predict the reactants needed to synthesize the given product. From a dataset of Full USPTO retrosynthesis dataset with 1.9M reactions from patents (1976-2016). (1) The reactants are: Cl[N:2]1[CH:11]=[C:10]([Cl:12])[C:9]2[C:4](=[CH:5][C:6]([O:13][CH3:14])=[CH:7][CH:8]=2)[CH2:3]1.[F:15][C:16]1[CH:17]=[C:18](B(O)O)[CH:19]=[CH:20][C:21]=1[O:22][CH:23]([CH3:25])[CH3:24].C([O-])([O-])=O.[K+].[K+]. Given the product [Cl:12][C:10]1[C:9]2[C:4](=[CH:5][C:6]([O:13][CH3:14])=[CH:7][CH:8]=2)[CH2:3][N:2]([C:18]2[CH:19]=[CH:20][C:21]([O:22][CH:23]([CH3:24])[CH3:25])=[C:16]([F:15])[CH:17]=2)[CH:11]=1, predict the reactants needed to synthesize it. (2) The reactants are: [CH2:1]([O:4][C:5]([NH:7][C:8]1[C:9]([F:18])=[C:10]([CH:15]=[CH:16][CH:17]=1)[C:11]([O:13]C)=O)=[O:6])[CH:2]=[CH2:3].[Li+].[CH3:20][Si]([N-][Si](C)(C)C)(C)C.[Cl-:29].[N:30]1[CH:35]=[CH:34][CH:33]=[N:32][CH:31]=1. Given the product [Cl:29][C:31]1[N:32]=[C:33]([CH2:20][C:11]([C:10]2[C:9]([F:18])=[C:8]([NH:7][C:5](=[O:6])[O:4][CH2:1][CH:2]=[CH2:3])[CH:17]=[CH:16][CH:15]=2)=[O:13])[CH:34]=[CH:35][N:30]=1, predict the reactants needed to synthesize it.